Dataset: Reaction yield outcomes from USPTO patents with 853,638 reactions. Task: Predict the reaction yield, written as a fraction of the theoretical maximum amount of product (1.0 means a 100% yield; for example, 0.34 means a 34% yield). (1) The yield is 0.840. The product is [C:33]([C:18]1[C:13]2[O:12][CH2:11][C@H:10]([C:7]3[CH:6]=[CH:5][C:4]([CH:1]([CH3:2])[CH3:3])=[CH:9][CH:8]=3)[C:14]=2[C:15]([CH3:28])=[C:16]([NH:20][C:21](=[O:27])[CH2:22][C:23]([CH3:26])([CH3:25])[CH3:24])[C:17]=1[CH3:19])(=[O:35])[CH3:34]. The catalyst is ClCCl. The reactants are [CH:1]([C:4]1[CH:9]=[CH:8][C:7]([C@@H:10]2[C:14]3[C:15]([CH3:28])=[C:16]([NH:20][C:21](=[O:27])[CH2:22][C:23]([CH3:26])([CH3:25])[CH3:24])[C:17]([CH3:19])=[CH:18][C:13]=3[O:12][CH2:11]2)=[CH:6][CH:5]=1)([CH3:3])[CH3:2].[Cl-].[Al+3].[Cl-].[Cl-].[C:33](Cl)(=[O:35])[CH3:34]. (2) The reactants are [C:1]([CH2:3][C:4]([O:6][C:7]([CH3:10])([CH3:9])[CH3:8])=[O:5])#[N:2].[CH:11](=O)[C:12]1[CH:17]=[CH:16][CH:15]=[CH:14][CH:13]=1. The catalyst is CCO.N1CCCCC1. The product is [C:1](/[C:3](=[CH:11]\[C:12]1[CH:17]=[CH:16][CH:15]=[CH:14][CH:13]=1)/[C:4]([O:6][C:7]([CH3:10])([CH3:9])[CH3:8])=[O:5])#[N:2]. The yield is 0.700. (3) The reactants are [F:1][C:2]1[CH:7]=[CH:6][C:5]([CH2:8][C:9]2[C:10]([N:16]3[CH2:22][C:21]4[CH:23]=[C:24](B5OC(C)(C)C(C)(C)O5)[CH:25]=[CH:26][C:20]=4[O:19][CH2:18][CH2:17]3)=[N:11][CH:12]=[N:13][C:14]=2[CH3:15])=[CH:4][CH:3]=1.C(=O)([O-])O.[K+].[NH2:41][C:42]1[C:47]([N+:48]([O-:50])=[O:49])=[CH:46][C:45](Br)=[CH:44][N:43]=1.CCN(C(C)C)C(C)C. The catalyst is O1CCOCC1.O.C1C=CC(P(C2C=CC=CC=2)[C-]2C=CC=C2)=CC=1.C1C=CC(P(C2C=CC=CC=2)[C-]2C=CC=C2)=CC=1.Cl[Pd]Cl.[Fe+2]. The product is [F:1][C:2]1[CH:7]=[CH:6][C:5]([CH2:8][C:9]2[C:10]([N:16]3[CH2:22][C:21]4[CH:23]=[C:24]([C:45]5[CH:46]=[C:47]([N+:48]([O-:50])=[O:49])[C:42]([NH2:41])=[N:43][CH:44]=5)[CH:25]=[CH:26][C:20]=4[O:19][CH2:18][CH2:17]3)=[N:11][CH:12]=[N:13][C:14]=2[CH3:15])=[CH:4][CH:3]=1. The yield is 0.370. (4) The reactants are [CH3:1][C:2]1[O:6][N:5]=[C:4]([C:7]2[CH:12]=[CH:11][CH:10]=[CH:9][CH:8]=2)[C:3]=1[CH2:13][NH:14][C:15]1[CH:23]=[CH:22][C:18]([C:19]([OH:21])=O)=[CH:17][N:16]=1.[NH2:24][CH:25]1[CH2:30][CH2:29][O:28][CH2:27][CH2:26]1. No catalyst specified. The product is [CH3:1][C:2]1[O:6][N:5]=[C:4]([C:7]2[CH:8]=[CH:9][CH:10]=[CH:11][CH:12]=2)[C:3]=1[CH2:13][NH:14][C:15]1[CH:23]=[CH:22][C:18]([C:19]([NH:24][CH:25]2[CH2:30][CH2:29][O:28][CH2:27][CH2:26]2)=[O:21])=[CH:17][N:16]=1. The yield is 0.660. (5) The reactants are [CH3:1][C:2]([C:4]1[CH:9]=[CH:8][C:7](I)=[CH:6][CH:5]=1)=[O:3].[CH:11]([Sn](CCCC)(CCCC)CCCC)=[CH2:12].CCOC(C)=O. The catalyst is CN(C=O)C.C1C=CC(/C=C/C(/C=C/C2C=CC=CC=2)=O)=CC=1.C1C=CC(/C=C/C(/C=C/C2C=CC=CC=2)=O)=CC=1.C1C=CC(/C=C/C(/C=C/C2C=CC=CC=2)=O)=CC=1.[Pd].[Pd].[Cu]I.O1C=CC=C1P(C1OC=CC=1)C1OC=CC=1. The product is [CH:11]([C:7]1[CH:8]=[CH:9][C:4]([C:2](=[O:3])[CH3:1])=[CH:5][CH:6]=1)=[CH2:12]. The yield is 1.00. (6) The reactants are [Br:1][C:2]1[CH:3]=[C:4]([N+:13]([O-])=O)[C:5]([CH3:12])=[C:6]([CH:11]=1)[C:7]([O:9][CH3:10])=[O:8].[NH4+].[Cl-]. The catalyst is C(O)C.[Fe]. The product is [NH2:13][C:4]1[C:5]([CH3:12])=[C:6]([CH:11]=[C:2]([Br:1])[CH:3]=1)[C:7]([O:9][CH3:10])=[O:8]. The yield is 0.991. (7) The reactants are Cl.Cl.[NH2:3][C@H:4]([CH2:11][OH:12])[CH2:5][C:6]1[N:10]=[CH:9][NH:8][CH:7]=1.[C:13](=[O:16])([O-:15])[O-].[Na+].[Na+].[C:19](O[C:19]([O:21][C:22]([CH3:25])([CH3:24])[CH3:23])=[O:20])([O:21][C:22]([CH3:25])([CH3:24])[CH3:23])=[O:20].P([O-])(O)(O)=O.[K+]. The catalyst is O1CCOCC1.O. The product is [C:13]([NH:3][C@H:4]([CH2:11][OH:12])[CH2:5][C:6]1[N:10]=[CH:9][N:8]([C:19]([O:21][C:22]([CH3:25])([CH3:23])[CH3:24])=[O:20])[CH:7]=1)([O:15][C:22]([CH3:25])([CH3:24])[CH3:23])=[O:16]. The yield is 0.820. (8) The reactants are [CH2:1]([N:5]1[C:14](=[O:15])[C:13]2[NH:12][CH:11]=[N:10][C:9]=2[N:8]([CH2:16][CH2:17][CH2:18][CH3:19])[C:6]1=[O:7])[CH2:2][CH2:3][CH3:4].C([O-])([O-])=O.[K+].[K+].[CH2:26](Br)[CH:27]=[CH2:28]. The catalyst is CN(C=O)C. The product is [CH2:1]([N:5]1[C:14](=[O:15])[C:13]2[N:12]([CH2:28][CH:27]=[CH2:26])[CH:11]=[N:10][C:9]=2[N:8]([CH2:16][CH2:17][CH2:18][CH3:19])[C:6]1=[O:7])[CH2:2][CH2:3][CH3:4]. The yield is 1.06. (9) The reactants are Cl.Cl.[NH2:3][C:4]1[CH:5]=[C:6]([CH3:35])[C:7]([O:10][C:11]2[CH:16]=[C:15]([O:17][CH2:18][CH2:19][O:20][CH3:21])[CH:14]=[CH:13][C:12]=2/[CH:22]=[CH:23]/[C:24]([NH:26][S:27]([CH2:30][CH2:31][CH2:32][CH2:33][CH3:34])(=[O:29])=[O:28])=[O:25])=[N:8][CH:9]=1.[CH3:36][S:37](Cl)(=[O:39])=[O:38]. The catalyst is N1C=CC=CC=1.CN(C)C1C=CN=CC=1. The product is [CH3:36][S:37]([N:3]([S:27]([CH3:30])(=[O:29])=[O:28])[C:4]1[CH:5]=[C:6]([CH3:35])[C:7]([O:10][C:11]2[CH:16]=[C:15]([O:17][CH2:18][CH2:19][O:20][CH3:21])[CH:14]=[CH:13][C:12]=2/[CH:22]=[CH:23]/[C:24]([NH:26][S:27]([CH2:30][CH2:31][CH2:32][CH2:33][CH3:34])(=[O:29])=[O:28])=[O:25])=[N:8][CH:9]=1)(=[O:39])=[O:38]. The yield is 0.240.